This data is from Full USPTO retrosynthesis dataset with 1.9M reactions from patents (1976-2016). The task is: Predict the reactants needed to synthesize the given product. (1) Given the product [OH:8][C:9]1[CH:14]=[C:13]([CH:15]([CH3:16])[CH3:17])[CH:12]=[CH:11][C:10]=1[CH2:18][CH2:19][NH:20][C:21](=[O:27])[O:22][C:23]([CH3:24])([CH3:26])[CH3:25], predict the reactants needed to synthesize it. The reactants are: C([O:8][C:9]1[CH:14]=[C:13]([CH:15]([CH3:17])[CH3:16])[CH:12]=[CH:11][C:10]=1[CH2:18][CH2:19][NH:20][C:21](=[O:27])[O:22][C:23]([CH3:26])([CH3:25])[CH3:24])C1C=CC=CC=1. (2) Given the product [Br:11][C:12]1[CH:19]=[CH:18][C:15]([C@H:16]2[C@H:5]([C:6]([O:8][CH2:9][CH3:10])=[O:7])[CH2:4][CH2:3][CH2:2][O:17]2)=[CH:14][CH:13]=1, predict the reactants needed to synthesize it. The reactants are: Br[CH2:2][CH2:3][CH2:4][CH2:5][C:6]([O:8][CH2:9][CH3:10])=[O:7].[Br:11][C:12]1[CH:19]=[CH:18][C:15]([CH:16]=[O:17])=[CH:14][CH:13]=1.CC(C)([O-])C.[K+].[Cl-].[NH4+]. (3) Given the product [C:12]([C:6]1[CH:7]=[N:8][C:9]2[C:4]([C:5]=1[NH:16][C:17]1[CH:18]=[CH:19][C:20]([N:23]3[CH2:27][CH2:26][CH:25]([N:28]([CH3:36])[C:29](=[O:35])[O:30][C:31]([CH3:32])([CH3:33])[CH3:34])[CH2:24]3)=[N:21][CH:22]=1)=[CH:3][C:2]([Br:1])=[CH:11][CH:10]=2)(=[O:14])[CH3:13], predict the reactants needed to synthesize it. The reactants are: [Br:1][C:2]1[CH:3]=[C:4]2[C:9](=[CH:10][CH:11]=1)[N:8]=[CH:7][C:6]([C:12](=[O:14])[CH3:13])=[C:5]2Cl.[NH2:16][C:17]1[CH:18]=[CH:19][C:20]([N:23]2[CH2:27][CH2:26][CH:25]([N:28]([CH3:36])[C:29](=[O:35])[O:30][C:31]([CH3:34])([CH3:33])[CH3:32])[CH2:24]2)=[N:21][CH:22]=1. (4) Given the product [NH2:11][C:8]1[CH:7]=[CH:6][CH:5]=[C:4]([CH:1]([CH3:2])[CH3:3])[C:9]=1[OH:10], predict the reactants needed to synthesize it. The reactants are: [CH:1]([C:4]1[C:9]([OH:10])=[C:8]([N+:11]([O-])=O)[CH:7]=[CH:6][CH:5]=1)([CH3:3])[CH3:2].S(S([O-])=O)([O-])=O.[Na+].[Na+]. (5) Given the product [CH2:1]([O:8][C:9]([NH:11][C@H:12]([CH:25]=[O:26])[CH2:13][CH2:14][CH2:15][CH2:16][CH2:17][C:18]([O:20][C:21]([CH3:22])([CH3:23])[CH3:24])=[O:19])=[O:10])[C:2]1[CH:3]=[CH:4][CH:5]=[CH:6][CH:7]=1, predict the reactants needed to synthesize it. The reactants are: [CH2:1]([O:8][C:9]([NH:11][C@H:12]([C:25](N(OC)C)=[O:26])[CH2:13][CH2:14][CH2:15][CH2:16][CH2:17][C:18]([O:20][C:21]([CH3:24])([CH3:23])[CH3:22])=[O:19])=[O:10])[C:2]1[CH:7]=[CH:6][CH:5]=[CH:4][CH:3]=1.[H-].[H-].[H-].[H-].[Li+].[Al+3].